This data is from Experimentally validated miRNA-target interactions with 360,000+ pairs, plus equal number of negative samples. The task is: Binary Classification. Given a miRNA mature sequence and a target amino acid sequence, predict their likelihood of interaction. (1) The miRNA is hsa-miR-26a-1-3p with sequence CCUAUUCUUGGUUACUUGCACG. The protein sequence of the target gene is MAYIQLEPLNEGFLSRISGLLLCRWTCRHCCQKCYESSCCQSSEDEVEILGPFPAQTPPWLMASRSSDKDGDSVHTASEVPLTPRTNSPDGRRSSSDTSKSTYSLTRRISSLESRRPSSPLIDIKPIEFGVLSAKKEPIQPSVLRRTYNPDDYFRKFEPHLYSLDSNSDDVDSLTDEEILSKYQLGMLHFSTQYDLLHNHLTVRVIEARDLPPPISHDGSRQDMAHSNPYVKICLLPDQKNSKQTGVKRKTQKPVFEERYTFEIPFLEAQRRTLLLTVVDFDKFSRHCVIGKVSVPLCEV.... Result: 1 (interaction). (2) The miRNA is hsa-miR-371b-5p with sequence ACUCAAAAGAUGGCGGCACUUU. The protein sequence of the target gene is MFAKLKKKIAEETAVAQRPGGTTRIPRSVSKESVASMGADSGDDFASDGSSSREDLSSQLLRRNEQIRKLEARLSDYAEQVRNLQKIKEKLEIALEKHQDSSMRKFQEQNETFQASRAKMAEGLALALARKDQEWSEKMEQLEKDKRFLTSQLQEVKNQSLSLFQKRDEIDELEGFQQQEISKVKHMLLKKEECLGKMEQELDARTRELNRTQEELVTSNQLSSDLNERLEELQRHCSTLEEQRDHLTASKAGAEHKIVVLEQKEQELQAIIQQHSIDLQKVTAETQEKEKVITHLQEKV.... Result: 0 (no interaction). (3) The miRNA is hsa-miR-548w with sequence AAAAGUAACUGCGGUUUUUGCCU. The protein sequence of the target gene is MEAAAQFFVESPDVVYGPEAIEAQYEYRTTRVSREGGVLKVHPTSTRFTFRTARQVPRLGVMLVGWGGNNGSTLTAAVLANRLRLSWPTRSGRKEANYYGSLTQAGTVSLGLDAEGQEVFVPFSAVLPMVAPNDLVFDGWDISSLNLAEAMRRAKVLDWGLQEQLWPHMEALRPRPSVYIPEFIAANQSARADNLIPGSRAQQLEQIRRDIRDFRSSAGLDKVIVLWTANTERFCEVIPGLNDTAENLLRTIELGLEVSPSTLFAVASILEGCAFLNGSPQNTLVPGALELAWQHRVFVG.... Result: 0 (no interaction). (4) The miRNA is hsa-miR-4699-5p with sequence AGAAGAUUGCAGAGUAAGUUCC. The protein sequence of the target gene is MASADSRRVADGGGAGGTFQPYLDTLRQELQQTDPTLLSVVVAVLAVLLTLVFWKLIRSRRSSQRAVLLVGLCDSGKTLLFVRLLTGLYRDTQTSITDSCAVYRVNNNRGNSLTLIDLPGHESLRLQFLERFKSSARAIVFVVDSAAFQREVKDVAEFLYQVLIDSMGLKNTPSFLIACNKQDIAMAKSAKLIQQQLEKELNTLRVTRSAAPSTLDSSSTAPAQLGKKGKEFEFSQLPLKVEFLECSAKGGRGDVGSADIQDLEKWLAKIA. Result: 1 (interaction). (5) The miRNA is mmu-miR-329-5p with sequence AGAGGUUUUCUGGGUCUCUGUU. The protein sequence of the target gene is MAPRAAGGAPLSARAAAASPPPFQTPPRCPVPLLLLLLLGAARAGALEIQRRFPSPTPTNNFALDGAAGTVYLAAVNRLYQLSGANLSLEAEAAVGPVPDSPLCHAPQLPQASCEHPRRLTDNYNKILQLDPGQGLVVVCGSIYQGFCQLRRRGNISAVAVRFPPAAPPAEPVTVFPSMLNVAANHPNASTVGLVLPPAAGAGGSRLLVGATYTGYGSSFFPRNRSLEDHRFENTPEIAIRSLDTRGDLAKLFTFDLNPSDDNILKIKQGAKEQHKLGFVSAFLHPSDPPPGAQSYAYLA.... Result: 0 (no interaction).